From a dataset of Full USPTO retrosynthesis dataset with 1.9M reactions from patents (1976-2016). Predict the reactants needed to synthesize the given product. (1) Given the product [Cl:10][C:5]1[CH:4]=[CH:3][C:2]([NH:1][CH2:13][CH2:14][CH2:15][NH2:16])=[CH:7][C:6]=1[O:8][CH3:9], predict the reactants needed to synthesize it. The reactants are: [NH2:1][C:2]1[CH:3]=[CH:4][C:5]([Cl:10])=[C:6]([O:8][CH3:9])[CH:7]=1.Br.Br[CH2:13][CH2:14][CH2:15][NH2:16]. (2) The reactants are: Cl[C:2]1[N:7]=[C:6]([NH:8][CH2:9][C:10]2[CH:15]=[CH:14][CH:13]=[C:12]([F:16])[CH:11]=2)[CH:5]=[N:4][CH:3]=1.[F:17][C:18]1[CH:23]=[C:22](B(O)O)[CH:21]=[CH:20][N:19]=1.COCCOC.C(=O)([O-])[O-].[Na+].[Na+]. Given the product [F:16][C:12]1[CH:11]=[C:10]([CH:15]=[CH:14][CH:13]=1)[CH2:9][NH:8][C:6]1[CH:5]=[N:4][CH:3]=[C:2]([C:22]2[CH:21]=[CH:20][N:19]=[C:18]([F:17])[CH:23]=2)[N:7]=1, predict the reactants needed to synthesize it.